This data is from Experimentally validated miRNA-target interactions with 360,000+ pairs, plus equal number of negative samples. The task is: Binary Classification. Given a miRNA mature sequence and a target amino acid sequence, predict their likelihood of interaction. (1) The miRNA is hsa-miR-3945 with sequence AGGGCAUAGGAGAGGGUUGAUAU. The protein sequence of the target gene is MSRQLNIKSSGDKGNFSVHSAVVPRKAVGSLASYCAAGRGAGAGFGSRSLYSLGGNRRISFNVAGGGVRAGGYGFRPGSGYGGGRASGFAGSMFGSVALGPACLSVCPPGGIHQVTVNKSLLAPLNVELDPEIQKVRAQEREQIKVLNDKFASFIDKVRFLEQQNQVLETKWELLQQLDLNNCKKNLEPILEGYISNLRKQLETLSGDRVRLDSELRSMRDLVEDYKKRYEVEINRRTTAENEFVVLKKDADAAYAVKVELQAKVDSLDKEIKFLKCLYDAEIAQIQTHASETSVILSMD.... Result: 0 (no interaction). (2) The miRNA is hsa-miR-92a-3p with sequence UAUUGCACUUGUCCCGGCCUGU. Result: 1 (interaction). The protein sequence of the target gene is MESNKDEAERCISIALKAIQSNQPDRALRFLEKAQRLYPTPRVRALIESLNQKPQTAGDQPPPTDTTHATHRKAGGTDAPSANGEAGGESTKGYTAEQVAAVKRVKQCKDYYEILGVSRGASDEDLKKAYRRLALKFHPDKNHAPGATEAFKAIGTAYAVLSNPEKRKQYDQFGDDKSQAARHGHGHGDFHRGFEADISPEDLFNMFFGGGFPSSNVHVYSNGRMRYTYQQRQDRRDNQGDGGLGVFVQLMPILILILVSALSQLMVSSPPYSLSPRPSVGHIHRRVTDHLGVVYYVGDT....